From a dataset of Drug-target binding data from BindingDB using Ki measurements. Regression. Given a target protein amino acid sequence and a drug SMILES string, predict the binding affinity score between them. We predict pKi (pKi = -log10(Ki in M); higher means stronger inhibition). Dataset: bindingdb_ki. The pKi is 8.6. The target protein (P26769) has sequence MRRRRYLRDRAEAAAAAAAGGGEGLQRSRDWLYESYYCMSQQHPLIVFLLLIVMGACLALLAVFFALGLEVEDHVAFLITVPTALAIFFAIFILVCIESVFKKLLRVFSLVIWICLVAMGYLFMCFGGTVSAWDQVSFFLFIIFVVYTMLPFNMRDAIIASILTSSSHTIVLSVYLSATPGAKEHLFWQILANVIIFICGNLAGAYHKHLMELALQQTYRDTCNCIKSRIKLEFEKRQQERLLLSLLPAHIAMEMKAEIIQRLQGPKAGQMENTNNFHNLYVKRHTNVSILYADIVGFTRLASDCSPGELVHMLNELFGKFDQIAKENECMRIKILGDCYYCVSGLPISLPNHAKNCVKMGLDMCEAIKKVRDATGVDINMRVGVHSGNVLCGVIGLQKWQYDVWSHDVTLANHMEAGGVPGRVHISSVTLEHLNGAYKVEEGDGEIRDPYLKQHLVKTYFVINPKGERRSPQHLFRPRHTLDGAKMRASVRMTRYLESW.... The drug is CN1CCc2cc(Cl)c(O)cc2C(c2cccc3c2OCC3)C1.